From a dataset of NCI-60 drug combinations with 297,098 pairs across 59 cell lines. Regression. Given two drug SMILES strings and cell line genomic features, predict the synergy score measuring deviation from expected non-interaction effect. (1) Drug 1: CCCS(=O)(=O)NC1=C(C(=C(C=C1)F)C(=O)C2=CNC3=C2C=C(C=N3)C4=CC=C(C=C4)Cl)F. Drug 2: CC=C1C(=O)NC(C(=O)OC2CC(=O)NC(C(=O)NC(CSSCCC=C2)C(=O)N1)C(C)C)C(C)C. Cell line: KM12. Synergy scores: CSS=60.3, Synergy_ZIP=-4.19, Synergy_Bliss=-9.28, Synergy_Loewe=-71.3, Synergy_HSA=-11.3. (2) Drug 1: C1=CC(=C2C(=C1NCCNCCO)C(=O)C3=C(C=CC(=C3C2=O)O)O)NCCNCCO. Drug 2: CN1C(=O)N2C=NC(=C2N=N1)C(=O)N. Cell line: MDA-MB-231. Synergy scores: CSS=29.0, Synergy_ZIP=-5.90, Synergy_Bliss=-4.68, Synergy_Loewe=-20.9, Synergy_HSA=-3.59. (3) Drug 1: CCCS(=O)(=O)NC1=C(C(=C(C=C1)F)C(=O)C2=CNC3=C2C=C(C=N3)C4=CC=C(C=C4)Cl)F. Drug 2: CCCCC(=O)OCC(=O)C1(CC(C2=C(C1)C(=C3C(=C2O)C(=O)C4=C(C3=O)C=CC=C4OC)O)OC5CC(C(C(O5)C)O)NC(=O)C(F)(F)F)O. Cell line: HS 578T. Synergy scores: CSS=12.3, Synergy_ZIP=4.76, Synergy_Bliss=13.5, Synergy_Loewe=8.81, Synergy_HSA=7.02.